This data is from Full USPTO retrosynthesis dataset with 1.9M reactions from patents (1976-2016). The task is: Predict the reactants needed to synthesize the given product. (1) Given the product [Cl:1][C:2]1[CH:7]=[CH:6][C:5]([CH2:8][NH:9][C:10](=[O:25])[C:11]2[C:16]([CH3:17])=[CH:15][C:14]([N:18]3[CH2:19][CH2:20][O:21][CH2:22][CH2:23]3)=[CH:13][C:12]=2[O:24][CH2:32][CH3:33])=[CH:4][CH:3]=1, predict the reactants needed to synthesize it. The reactants are: [Cl:1][C:2]1[CH:7]=[CH:6][C:5]([CH2:8][NH:9][C:10](=[O:25])[C:11]2[C:16]([CH3:17])=[CH:15][C:14]([N:18]3[CH2:23][CH2:22][O:21][CH2:20][CH2:19]3)=[CH:13][C:12]=2[OH:24])=[CH:4][CH:3]=1.C(=O)([O-])[O-].[K+].[K+].[CH2:32](I)[CH3:33]. (2) Given the product [Br:7][C:5]1[S:4][C:3]2[C:8](=[O:10])[NH:19][C:18]([N:12]3[CH2:17][CH2:16][O:15][CH2:14][CH2:13]3)=[N:1][C:2]=2[CH:6]=1, predict the reactants needed to synthesize it. The reactants are: [NH2:1][C:2]1[CH:6]=[C:5]([Br:7])[S:4][C:3]=1[C:8]([O:10]C)=O.[N:12]1([C:18]#[N:19])[CH2:17][CH2:16][O:15][CH2:14][CH2:13]1.Cl.C1(OC)CCCC1. (3) Given the product [F:1][C:2]1[CH:7]=[CH:6][CH:5]=[C:4]([F:8])[C:3]=1[C:9]1[NH:17][C:16]2[CH:15]=[CH:14][N:13]=[CH:12][C:11]=2[C:10]=1[F:18], predict the reactants needed to synthesize it. The reactants are: [F:1][C:2]1[CH:7]=[CH:6][CH:5]=[C:4]([F:8])[C:3]=1[C:9]1[NH:17][C:16]2[CH2:15][CH2:14][NH:13][CH2:12][C:11]=2[C:10]=1[F:18].C(O)(C(F)(F)F)=O. (4) Given the product [C:1]1([CH2:7][C:8]([NH:11][C:12]2[N:16]([C:17]3[CH:18]=[C:19]([CH:34]=[CH:35][CH:36]=3)[CH2:20][NH:21][C:22](=[O:33])[C@@H:23]([NH:25][C:26](=[O:32])[O:27][C:28]([CH3:31])([CH3:30])[CH3:29])[CH3:24])[N:15]=[C:14]([C:37]([F:39])([F:40])[F:38])[CH:13]=2)=[O:9])[CH:6]=[CH:5][CH:4]=[CH:3][CH:2]=1, predict the reactants needed to synthesize it. The reactants are: [C:1]1([CH2:7][C:8](Cl)=[O:9])[CH:6]=[CH:5][CH:4]=[CH:3][CH:2]=1.[NH2:11][C:12]1[N:16]([C:17]2[CH:18]=[C:19]([CH:34]=[CH:35][CH:36]=2)[CH2:20][NH:21][C:22](=[O:33])[C@@H:23]([NH:25][C:26](=[O:32])[O:27][C:28]([CH3:31])([CH3:30])[CH3:29])[CH3:24])[N:15]=[C:14]([C:37]([F:40])([F:39])[F:38])[CH:13]=1.C(N(CC)CC)C. (5) The reactants are: [CH:1]([CH:3]=[CH2:4])=[O:2].Br[CH2:6][C:7]1[CH:20]=[CH:19][CH:18]=[CH:17][C:8]=1[O:9][Si](C(C)(C)C)(C)C. Given the product [CH3:4][CH:3]1[CH2:6][C:7]2[C:8](=[CH:17][CH:18]=[CH:19][CH:20]=2)[O:9][C:1]1=[O:2], predict the reactants needed to synthesize it. (6) The reactants are: [CH:1]1([NH:6][C:7]2[N:12]=[C:11]([NH:13][C:14]3[CH:15]=[N:16][C:17]([O:20][CH3:21])=[CH:18][CH:19]=3)[C:10]([C:22]3[N:27]=[C:26]([CH3:28])[N:25]=[C:24](SC)[N:23]=3)=[CH:9][N:8]=2)[CH2:5][CH2:4][CH2:3][CH2:2]1.[NH3:31]. Given the product [NH2:31][C:24]1[N:25]=[C:26]([CH3:28])[N:27]=[C:22]([C:10]2[C:11]([NH:13][C:14]3[CH:15]=[N:16][C:17]([O:20][CH3:21])=[CH:18][CH:19]=3)=[N:12][C:7]([NH:6][CH:1]3[CH2:5][CH2:4][CH2:3][CH2:2]3)=[N:8][CH:9]=2)[N:23]=1, predict the reactants needed to synthesize it. (7) Given the product [Cl:1][C:2]1[C:3]([C:30]2[S:34][C:33]([C:35]3([OH:39])[CH2:38][CH2:37][CH2:36]3)=[N:32][CH:31]=2)=[C:4]2[CH:10]=[C:9]([C:11]3[CH:12]=[CH:13][C:14]([C:15]([OH:17])=[O:16])=[CH:18][CH:19]=3)[NH:8][C:5]2=[N:6][CH:7]=1, predict the reactants needed to synthesize it. The reactants are: [Cl:1][C:2]1[C:3]([C:30]2[S:34][C:33]([C:35]3([OH:39])[CH2:38][CH2:37][CH2:36]3)=[N:32][CH:31]=2)=[C:4]2[CH:10]=[C:9]([C:11]3[CH:19]=[CH:18][C:14]([C:15]([OH:17])=[O:16])=[CH:13][CH:12]=3)[N:8](S(C3C=CC(C)=CC=3)(=O)=O)[C:5]2=[N:6][CH:7]=1.[OH-].[Na+].